Task: Predict the reactants needed to synthesize the given product.. Dataset: Full USPTO retrosynthesis dataset with 1.9M reactions from patents (1976-2016) Given the product [Br:8][C:9]1[CH:14]=[CH:13][N:12]=[C:11]([O:5][CH2:4][CH:1]2[CH2:3][CH2:2]2)[CH:10]=1, predict the reactants needed to synthesize it. The reactants are: [CH:1]1([CH2:4][OH:5])[CH2:3][CH2:2]1.[H-].[Na+].[Br:8][C:9]1[CH:14]=[CH:13][N:12]=[C:11](Cl)[CH:10]=1.